This data is from Catalyst prediction with 721,799 reactions and 888 catalyst types from USPTO. The task is: Predict which catalyst facilitates the given reaction. (1) Reactant: [Cl:1][C:2]1[CH:7]=[CH:6][C:5]([CH:8]([C:20]2[CH:25]=[CH:24][C:23]([Cl:26])=[CH:22][CH:21]=2)[C:9]2[CH:10]=[C:11]3[C:16](=[CH:17][CH:18]=2)[N:15]=[CH:14][N:13]=[C:12]3Cl)=[CH:4][CH:3]=1.Cl.Cl.[NH2:29][CH:30]1[CH2:35][CH2:34][N:33]([C:36]2[CH:45]=[CH:44][C:39]([C:40]([O:42][CH3:43])=[O:41])=[CH:38][CH:37]=2)[CH2:32][CH2:31]1.CC(O)C. Product: [Cl:1][C:2]1[CH:7]=[CH:6][C:5]([CH:8]([C:20]2[CH:25]=[CH:24][C:23]([Cl:26])=[CH:22][CH:21]=2)[C:9]2[CH:10]=[C:11]3[C:16](=[CH:17][CH:18]=2)[N:15]=[CH:14][N:13]=[C:12]3[NH:29][CH:30]2[CH2:35][CH2:34][N:33]([C:36]3[CH:45]=[CH:44][C:39]([C:40]([O:42][CH3:43])=[O:41])=[CH:38][CH:37]=3)[CH2:32][CH2:31]2)=[CH:4][CH:3]=1. The catalyst class is: 66. (2) Product: [C:1]1([C@@H:7]([NH:9][C:10]2[CH:15]=[CH:14][N:13]=[C:12]([C:16]3[N:20]4[CH:21]=[C:22]([C:25]([OH:29])=[O:27])[CH:23]=[CH:24][C:19]4=[N:18][CH:17]=3)[N:11]=2)[CH3:8])[CH:6]=[CH:5][CH:4]=[CH:3][CH:2]=1. The catalyst class is: 196. Reactant: [C:1]1([C@@H:7]([NH:9][C:10]2[CH:15]=[CH:14][N:13]=[C:12]([C:16]3[N:20]4[CH:21]=[C:22]([C:25]#N)[CH:23]=[CH:24][C:19]4=[N:18][CH:17]=3)[N:11]=2)[CH3:8])[CH:6]=[CH:5][CH:4]=[CH:3][CH:2]=1.[OH-:27].[K+].[OH2:29]. (3) The catalyst class is: 2. Product: [CH:39]1([CH2:40][NH:42][C:22](=[O:23])[C:21]2[CH:25]=[CH:26][C:27]([CH3:28])=[C:19]([C:18]3[C:13]4[CH2:12][NH:11][C:10](=[O:31])[N:9]([C:3]5[C:2]([F:1])=[CH:7][CH:6]=[CH:5][C:4]=5[F:8])[C:14]=4[N:15]=[C:16]([S:29][CH3:30])[N:17]=3)[CH:20]=2)[CH2:37][CH2:38]1. Reactant: [F:1][C:2]1[CH:7]=[CH:6][CH:5]=[C:4]([F:8])[C:3]=1[N:9]1[C:14]2[N:15]=[C:16]([S:29][CH3:30])[N:17]=[C:18]([C:19]3[CH:20]=[C:21]([CH:25]=[CH:26][C:27]=3[CH3:28])[C:22](O)=[O:23])[C:13]=2[CH2:12][NH:11][C:10]1=[O:31].C(Cl)CCl.C1[CH:37]=[CH:38][C:39]2N(O)N=[N:42][C:40]=2C=1.C1(CN)CC1. (4) Reactant: [CH3:1][C@@:2]12[C:9]([CH3:11])([CH3:10])[CH:6]([CH2:7][CH2:8]1)[C:5](=[O:12])[CH2:4][C:3]2=[O:13].C(N(CC)CC)C.[F:21][C:22]([F:33])([F:32])[C:23]1[CH:28]=[CH:27][C:26]([N:29]=[C:30]=[O:31])=[CH:25][CH:24]=1. Product: [F:21][C:22]([F:32])([F:33])[C:23]1[CH:24]=[CH:25][C:26]([NH:29][C:30]([CH:4]2[C:5](=[O:12])[CH:6]3[C:9]([CH3:10])([CH3:11])[C@:2]([CH3:1])([CH2:8][CH2:7]3)[C:3]2=[O:13])=[O:31])=[CH:27][CH:28]=1. The catalyst class is: 119.